Task: Predict the reactants needed to synthesize the given product.. Dataset: Full USPTO retrosynthesis dataset with 1.9M reactions from patents (1976-2016) (1) Given the product [Br:8][C:9]1[CH:17]=[C:16]2[C:12](=[C:11]([F:21])[CH:10]=1)[C:13]([CH3:20])([CH3:19])[CH2:14][CH2:15]2, predict the reactants needed to synthesize it. The reactants are: C([SiH](CC)CC)C.[Br:8][C:9]1[CH:17]=[C:16]2[C:12]([C:13]([CH3:20])([CH3:19])[CH2:14][C:15]2=O)=[C:11]([F:21])[CH:10]=1. (2) Given the product [CH:19]([C:18]1[CH:21]=[CH:22][C:23]([O:8][S:1]([C:4]([F:7])([F:6])[F:5])(=[O:3])=[O:2])=[CH:24][C:17]=1[OH:16])=[O:20], predict the reactants needed to synthesize it. The reactants are: [S:1]([O:8]S(C(F)(F)F)(=O)=O)([C:4]([F:7])([F:6])[F:5])(=[O:3])=[O:2].[OH:16][C:17]1[CH:24]=[C:23](O)[CH:22]=[CH:21][C:18]=1[CH:19]=[O:20].N1C=CC=CC=1. (3) Given the product [C:1]([NH:4][CH2:5][C:6]1[CH:11]=[CH:10][C:9]([C:12]([CH3:18])([CH3:17])[C:13]([OH:15])=[O:14])=[CH:8][CH:7]=1)(=[O:3])[CH3:2], predict the reactants needed to synthesize it. The reactants are: [C:1]([NH:4][CH2:5][C:6]1[CH:11]=[CH:10][C:9]([C:12]([CH3:18])([CH3:17])[C:13]([O:15]C)=[O:14])=[CH:8][CH:7]=1)(=[O:3])[CH3:2].[OH-].[Na+]. (4) The reactants are: Cl.[CH3:2][O:3][C:4](=[O:26])[C@H:5]([CH2:22][CH2:23][S:24][CH3:25])[NH:6][C:7](=[O:21])[C:8]1[CH:13]=[CH:12][C:11]([NH2:14])=[CH:10][C:9]=1[C:15]1[CH:20]=[CH:19][CH:18]=[CH:17][CH:16]=1.[N:27]1[CH:32]=[CH:31][CH:30]=[C:29]([CH:33]=O)[CH:28]=1.C([BH3-])#N.[Na+]. Given the product [CH3:2][O:3][C:4](=[O:26])[C@H:5]([CH2:22][CH2:23][S:24][CH3:25])[NH:6][C:7](=[O:21])[C:8]1[CH:13]=[CH:12][C:11]([NH:14][CH2:33][C:29]2[CH:28]=[N:27][CH:32]=[CH:31][CH:30]=2)=[CH:10][C:9]=1[C:15]1[CH:16]=[CH:17][CH:18]=[CH:19][CH:20]=1, predict the reactants needed to synthesize it. (5) Given the product [F:62][C:58]1[C:59]([F:61])=[CH:60][C:55]([C:52]2[CH:53]=[CH:54][C:49]([O:48][CH2:47][C:42]3[CH:43]=[CH:44][CH:45]=[C:46]4[C:41]=3[CH:40]=[CH:39][N:38]4[CH2:37][C:36]([OH:65])=[O:35])=[CH:50][CH:51]=2)=[C:56]([O:63][CH3:64])[CH:57]=1, predict the reactants needed to synthesize it. The reactants are: FC1C(F)=CC(C2C=CC(OCC3C=C4C(C=CN4CCC(O)=O)=CC=3)=CC=2)=C(OC)C=1.C([O:35][C:36](=[O:65])[CH2:37][N:38]1[C:46]2[C:41](=[C:42]([CH2:47][O:48][C:49]3[CH:54]=[CH:53][C:52]([C:55]4[CH:60]=[C:59]([F:61])[C:58]([F:62])=[CH:57][C:56]=4[O:63][CH3:64])=[CH:51][CH:50]=3)[CH:43]=[CH:44][CH:45]=2)[CH:40]=[CH:39]1)C.